Dataset: Full USPTO retrosynthesis dataset with 1.9M reactions from patents (1976-2016). Task: Predict the reactants needed to synthesize the given product. (1) Given the product [F:1][C:3]1[C:12]2[C:7](=[CH:8][CH:9]=[CH:10][CH:11]=2)[CH:6]=[CH:5][CH:4]=1, predict the reactants needed to synthesize it. The reactants are: [F-:1].[Cs+].[C:3]1(OS(C(F)(F)F)(=O)=O)[C:12]2[C:7](=[CH:8][CH:9]=[CH:10][CH:11]=2)[CH:6]=[CH:5][CH:4]=1.C1(C)C=CC=CC=1. (2) The reactants are: [Br:1][C:2]1[CH:7]=[CH:6][C:5]([O:8][CH3:9])=[CH:4][C:3]=1[O:10][CH2:11][CH:12](OCC)OCC.[OH-].[Na+]. Given the product [Br:1][C:2]1[C:3]2[O:10][CH:11]=[CH:12][C:4]=2[C:5]([O:8][CH3:9])=[CH:6][CH:7]=1, predict the reactants needed to synthesize it. (3) Given the product [CH:1]1([N:5]2[CH2:6][CH2:7][N:8]([C:11]([C:13]3[CH:14]=[C:15]4[C:19](=[CH:20][CH:21]=3)[N:18]([C:40]3[CH:39]=[CH:38][C:37]([NH:36][S:33]([CH3:32])(=[O:34])=[O:35])=[CH:42][CH:41]=3)[C:17]([C:22]([N:24]3[CH2:25][CH2:26][C:27]([F:30])([F:31])[CH2:28][CH2:29]3)=[O:23])=[CH:16]4)=[O:12])[CH2:9][CH2:10]2)[CH2:2][CH2:3][CH2:4]1, predict the reactants needed to synthesize it. The reactants are: [CH:1]1([N:5]2[CH2:10][CH2:9][N:8]([C:11]([C:13]3[CH:14]=[C:15]4[C:19](=[CH:20][CH:21]=3)[NH:18][C:17]([C:22]([N:24]3[CH2:29][CH2:28][C:27]([F:31])([F:30])[CH2:26][CH2:25]3)=[O:23])=[CH:16]4)=[O:12])[CH2:7][CH2:6]2)[CH2:4][CH2:3][CH2:2]1.[CH3:32][S:33]([NH:36][C:37]1[CH:42]=[CH:41][C:40](B(O)O)=[CH:39][CH:38]=1)(=[O:35])=[O:34].N1C=CC=CC=1. (4) Given the product [NH2:21][C:22]1[C:27]([C:28]([O:30][C:31]2[CH:32]=[CH:33][C:34]([S:37](=[O:41])(=[O:40])[NH:38][CH3:39])=[CH:35][CH:36]=2)=[O:29])=[C:26]([NH:1][C@H:2]([C:4]2[N:9]([C:10]3[CH:15]=[CH:14][CH:13]=[CH:12][CH:11]=3)[C:8](=[O:16])[C:7]3=[C:17]([CH3:20])[CH:18]=[CH:19][N:6]3[N:5]=2)[CH3:3])[N:25]=[CH:24][N:23]=1, predict the reactants needed to synthesize it. The reactants are: [NH2:1][C@H:2]([C:4]1[N:9]([C:10]2[CH:15]=[CH:14][CH:13]=[CH:12][CH:11]=2)[C:8](=[O:16])[C:7]2=[C:17]([CH3:20])[CH:18]=[CH:19][N:6]2[N:5]=1)[CH3:3].[NH2:21][C:22]1[C:27]([C:28]([O:30][C:31]2[CH:36]=[CH:35][C:34]([S:37](=[O:41])(=[O:40])[NH:38][CH3:39])=[CH:33][CH:32]=2)=[O:29])=[C:26](Cl)[N:25]=[CH:24][N:23]=1.CCN(C(C)C)C(C)C.[F-].[Cs+]. (5) Given the product [Cl:1][C:2]1[C:3]([O:4][C:5]2[CH:10]=[CH:9][C:8]([C:11]3[CH:16]=[CH:15][C:14]([C:17]([F:18])([F:19])[F:20])=[CH:13][CH:12]=3)=[CH:7][C:6]=2[C:21]2[CH:26]=[CH:25][N:24]=[C:23]([N:27]3[CH2:28][CH2:29][NH:30][CH2:31][CH2:32]3)[CH:22]=2)=[CH:40][C:41]([F:65])=[C:42]([S:44]([NH:45][C:46]2[N:51]=[CH:50][CH:49]=[CH:48][N:47]=2)(=[O:63])=[O:64])[CH:43]=1, predict the reactants needed to synthesize it. The reactants are: [Cl:1][C:2]1[CH:43]=[C:42]([S:44](=[O:64])(=[O:63])[N:45](CC2C=CC(OC)=CC=2OC)[C:46]2[N:51]=[CH:50][CH:49]=[CH:48][N:47]=2)[C:41]([F:65])=[CH:40][C:3]=1[O:4][C:5]1[CH:10]=[CH:9][C:8]([C:11]2[CH:16]=[CH:15][C:14]([C:17]([F:20])([F:19])[F:18])=[CH:13][CH:12]=2)=[CH:7][C:6]=1[C:21]1[CH:26]=[CH:25][N:24]=[C:23]([N:27]2[CH2:32][CH2:31][N:30](C(OC(C)(C)C)=O)[CH2:29][CH2:28]2)[CH:22]=1.